The task is: Predict the reactants needed to synthesize the given product.. This data is from Full USPTO retrosynthesis dataset with 1.9M reactions from patents (1976-2016). (1) Given the product [CH3:1][O:2][C:3](=[O:27])[C:4]1[CH:9]=[C:8]([O:10][CH3:11])[CH:7]=[CH:6][C:5]=1[NH:12][C:13]1[N:17]([C:18]2[CH:23]=[CH:22][CH:21]=[CH:20][C:19]=2[CH3:24])[N:16]=[C:15]([CH3:25])[C:14]=1[C:4]1[CH:5]=[N:12][C:13]2=[N:17][CH:18]=[CH:37][N:36]=[C:39]2[CH:3]=1, predict the reactants needed to synthesize it. The reactants are: [CH3:1][O:2][C:3](=[O:27])[C:4]1[CH:9]=[C:8]([O:10][CH3:11])[CH:7]=[CH:6][C:5]=1[NH:12][C:13]1[N:17]([C:18]2[CH:23]=[CH:22][CH:21]=[CH:20][C:19]=2[CH3:24])[N:16]=[C:15]([CH3:25])[C:14]=1Br.C(=O)([O-])[O-].[Na+].[Na+].O.C[N:36]([CH3:39])[CH:37]=O. (2) Given the product [F:37][C:25]([F:24])([F:36])[C:26]1[CH:27]=[C:28]([S:32]([N:2]2[CH2:3][C@@H:4]3[C@@H:8]([NH:9][C:10](=[O:16])[O:11][C:12]([CH3:13])([CH3:15])[CH3:14])[CH2:7][CH2:6][C@@H:5]3[CH2:1]2)(=[O:33])=[O:34])[CH:29]=[CH:30][CH:31]=1, predict the reactants needed to synthesize it. The reactants are: [CH2:1]1[C@H:5]2[CH2:6][CH2:7][C@H:8]([NH:9][C:10](=[O:16])[O:11][C:12]([CH3:15])([CH3:14])[CH3:13])[C@H:4]2[CH2:3][NH:2]1.C(N(CC)CC)C.[F:24][C:25]([F:37])([F:36])[C:26]1[CH:27]=[C:28]([S:32](Cl)(=[O:34])=[O:33])[CH:29]=[CH:30][CH:31]=1.